This data is from Forward reaction prediction with 1.9M reactions from USPTO patents (1976-2016). The task is: Predict the product of the given reaction. (1) Given the reactants Cl[C:2]1[N:11]=[C:10]([NH:12][CH2:13][CH:14]([C:21]2[CH:26]=[CH:25][CH:24]=[CH:23][CH:22]=2)[C:15]2[CH:20]=[CH:19][CH:18]=[CH:17][CH:16]=2)[C:9]2[C:4](=[CH:5][CH:6]=[CH:7][CH:8]=2)[N:3]=1.[CH2:27]1[C:32]2[NH:33][C:34]3[C:39]([C:31]=2[CH2:30][CH2:29][NH:28]1)=[CH:38][CH:37]=[CH:36][CH:35]=3.C(Cl)(Cl)Cl.CO, predict the reaction product. The product is: [CH2:27]1[C:32]2[NH:33][C:34]3[C:39]([C:31]=2[CH2:30][CH2:29][N:28]1[C:2]1[N:11]=[C:10]([NH:12][CH2:13][CH:14]([C:21]2[CH:26]=[CH:25][CH:24]=[CH:23][CH:22]=2)[C:15]2[CH:16]=[CH:17][CH:18]=[CH:19][CH:20]=2)[C:9]2[C:4](=[CH:5][CH:6]=[CH:7][CH:8]=2)[N:3]=1)=[CH:38][CH:37]=[CH:36][CH:35]=3. (2) Given the reactants C([O:8][CH2:9][CH2:10][N:11]1[CH:15]=[C:14]([C:16]2[CH:17]=[C:18]3[C:24]([C:25]4[CH:26]=[N:27][N:28]([CH2:30][C:31]5[CH:36]=[CH:35][CH:34]=[C:33]([F:37])[CH:32]=5)[CH:29]=4)=[CH:23][N:22](S(C4C=CC(C)=CC=4)(=O)=O)[C:19]3=[N:20][CH:21]=2)[CH:13]=[N:12]1)C1C=CC=CC=1, predict the reaction product. The product is: [F:37][C:33]1[CH:32]=[C:31]([CH:36]=[CH:35][CH:34]=1)[CH2:30][N:28]1[CH:29]=[C:25]([C:24]2[C:18]3[C:19](=[N:20][CH:21]=[C:16]([C:14]4[CH:13]=[N:12][N:11]([CH2:10][CH2:9][OH:8])[CH:15]=4)[CH:17]=3)[NH:22][CH:23]=2)[CH:26]=[N:27]1. (3) The product is: [CH3:1][N:2]1[C:8](=[O:9])[N:7]([CH3:10])[C:5](=[O:6])[C:4]2[N:11]([CH2:14][CH2:15][N:16]3[CH2:21][CH2:20][N:19]([C:22]4[C:27]([Cl:28])=[CH:26][CH:25]=[CH:24][CH:23]=4)[CH2:18][CH2:17]3)[CH:12]=[N:13][C:3]1=2.[C:31]([OH:43])(=[O:42])[CH2:32][C:33]([CH2:38][C:39]([OH:41])=[O:40])([C:35]([OH:37])=[O:36])[OH:34]. Given the reactants [CH3:1][N:2]1[C:8](=[O:9])[N:7]([CH3:10])[C:5](=[O:6])[C:4]2[N:11]([CH2:14][CH2:15][N:16]3[CH2:21][CH2:20][N:19]([C:22]4[C:27]([Cl:28])=[CH:26][CH:25]=[CH:24][CH:23]=4)[CH2:18][CH2:17]3)[CH:12]=[N:13][C:3]1=2.CO.[C:31]([OH:43])(=[O:42])[CH2:32][C:33]([CH2:38][C:39]([OH:41])=[O:40])([C:35]([OH:37])=[O:36])[OH:34], predict the reaction product. (4) Given the reactants [CH2:1]([C:4]1[NH:5][C:6]([C:14]([O:16][CH2:17][CH3:18])=[O:15])=[C:7]([C:9]([O:11][CH2:12][CH3:13])=[O:10])[N:8]=1)[CH2:2][CH3:3].Br[CH2:20][C:21]1[CH:26]=[CH:25][C:24]([C:27]2[C:28]([C:33]#[N:34])=[CH:29][CH:30]=[CH:31][CH:32]=2)=[CH:23][CH:22]=1.C(=O)([O-])[O-].[K+].[K+].O, predict the reaction product. The product is: [C:33]([C:28]1[CH:29]=[CH:30][CH:31]=[CH:32][C:27]=1[C:24]1[CH:23]=[CH:22][C:21]([CH2:20][N:8]2[C:7]([C:9]([O:11][CH2:12][CH3:13])=[O:10])=[C:6]([C:14]([O:16][CH2:17][CH3:18])=[O:15])[N:5]=[C:4]2[CH2:1][CH2:2][CH3:3])=[CH:26][CH:25]=1)#[N:34].